From a dataset of TCR-epitope binding with 47,182 pairs between 192 epitopes and 23,139 TCRs. Binary Classification. Given a T-cell receptor sequence (or CDR3 region) and an epitope sequence, predict whether binding occurs between them. (1) The epitope is CINGVCWTV. The TCR CDR3 sequence is CASSQESGTEAFF. Result: 1 (the TCR binds to the epitope). (2) The epitope is FLNGSCGSV. The TCR CDR3 sequence is CASSRGQGMSTDTQYF. Result: 1 (the TCR binds to the epitope). (3) The epitope is RLDKVEAEV. The TCR CDR3 sequence is CAISESAVGYNEQFF. Result: 0 (the TCR does not bind to the epitope). (4) Result: 0 (the TCR does not bind to the epitope). The epitope is RLRPGGKKK. The TCR CDR3 sequence is CASSSGWGEGQPQHF.